From a dataset of Full USPTO retrosynthesis dataset with 1.9M reactions from patents (1976-2016). Predict the reactants needed to synthesize the given product. Given the product [C:19]1([C:22]2[CH:23]=[CH:24][C:25]([OH:28])=[CH:26][CH:27]=2)([C:16]2[CH:15]=[CH:14][C:13]([OH:12])=[CH:18][CH:17]=2)[C:21]2[C:33](=[CH:32][CH:29]=[CH:38][CH:39]=2)[CH2:34][CH2:20]1, predict the reactants needed to synthesize it. The reactants are: C(Cl)(Cl)=O.C(N(CC)CC)C.[OH:12][C:13]1[CH:18]=[CH:17][C:16]([C:19]([C:22]2[CH:27]=[CH:26][C:25]([OH:28])=[CH:24][CH:23]=2)([CH3:21])[CH3:20])=[CH:15][CH:14]=1.[C:29]([C:38]1C=CC(O)=C[CH:39]=1)([C:32]1C=CC=[CH:34][CH:33]=1)(C)C.